From a dataset of Reaction yield outcomes from USPTO patents with 853,638 reactions. Predict the reaction yield, written as a fraction of the theoretical maximum amount of product (1.0 means a 100% yield; for example, 0.34 means a 34% yield). The reactants are [Si:1]([O:8][CH2:9][C@H:10]1[N:14]([C:15]([O:17][C:18]([CH3:21])([CH3:20])[CH3:19])=[O:16])[C:13](=[O:22])[C:12]([CH3:24])([CH3:23])[CH2:11]1)([C:4]([CH3:7])([CH3:6])[CH3:5])([CH3:3])[CH3:2].[Li+].[OH-:26]. The catalyst is C1COCC1.O. The product is [C:18]([O:17][C:15]([NH:14][C@H:10]([CH2:9][O:8][Si:1]([C:4]([CH3:5])([CH3:6])[CH3:7])([CH3:2])[CH3:3])[CH2:11][C:12]([CH3:24])([CH3:23])[C:13]([OH:26])=[O:22])=[O:16])([CH3:19])([CH3:21])[CH3:20]. The yield is 0.917.